Dataset: Peptide-MHC class I binding affinity with 185,985 pairs from IEDB/IMGT. Task: Regression. Given a peptide amino acid sequence and an MHC pseudo amino acid sequence, predict their binding affinity value. This is MHC class I binding data. (1) The peptide sequence is STYAVRITWY. The MHC is Mamu-A01 with pseudo-sequence Mamu-A01. The binding affinity (normalized) is 0.213. (2) The peptide sequence is ITKGLGISYGR. The MHC is HLA-B54:01 with pseudo-sequence HLA-B54:01. The binding affinity (normalized) is 0.